Dataset: NCI-60 drug combinations with 297,098 pairs across 59 cell lines. Task: Regression. Given two drug SMILES strings and cell line genomic features, predict the synergy score measuring deviation from expected non-interaction effect. Drug 1: CNC(=O)C1=CC=CC=C1SC2=CC3=C(C=C2)C(=NN3)C=CC4=CC=CC=N4. Drug 2: CC1=C(C=C(C=C1)C(=O)NC2=CC(=CC(=C2)C(F)(F)F)N3C=C(N=C3)C)NC4=NC=CC(=N4)C5=CN=CC=C5. Cell line: OVCAR-5. Synergy scores: CSS=-3.85, Synergy_ZIP=0.239, Synergy_Bliss=-3.75, Synergy_Loewe=-5.87, Synergy_HSA=-5.79.